From a dataset of Catalyst prediction with 721,799 reactions and 888 catalyst types from USPTO. Predict which catalyst facilitates the given reaction. (1) Reactant: C([O:3][C:4]([C:6]1[S:7][C:8]([S:11][C:12]2[CH:17]=[CH:16][CH:15]=[CH:14][CH:13]=2)=[N:9][N:10]=1)=[O:5])C.[OH-].[Na+]. Product: [C:12]1([S:11][C:8]2[S:7][C:6]([C:4]([OH:5])=[O:3])=[N:10][N:9]=2)[CH:13]=[CH:14][CH:15]=[CH:16][CH:17]=1. The catalyst class is: 14. (2) Reactant: [Cl:1][C:2]1[CH:7]=[CH:6][C:5]([C:8](=[O:19])[NH:9][CH:10]([C:13]2[CH:18]=[CH:17][CH:16]=[CH:15][CH:14]=2)[CH2:11][OH:12])=[CH:4][C:3]=1[NH:20][C:21]([C:23]1[C:46](=[O:47])[NH:45][C:26]2[N:27]=[C:28]([N:31]3[CH2:36]CC(NC(=O)OC(C)(C)C)CC3)[N:29]=[CH:30][C:25]=2[CH:24]=1)=[O:22].N[CH2:49][C:50](C)([OH:52])[CH3:51]. Product: [Cl:1][C:2]1[CH:7]=[CH:6][C:5]([C:8](=[O:19])[NH:9][CH:10]([C:13]2[CH:18]=[CH:17][CH:16]=[CH:15][CH:14]=2)[CH2:11][OH:12])=[CH:4][C:3]=1[NH:20][C:21]([C:23]1[C:46](=[O:47])[NH:45][C:26]2[N:27]=[C:28]([NH:31][CH2:36][C:50]([OH:52])([CH3:51])[CH3:49])[N:29]=[CH:30][C:25]=2[CH:24]=1)=[O:22]. The catalyst class is: 3. (3) Product: [C:25]([C:28]1[CH:33]=[CH:32][C:31]([NH:34][S:35]([C:38]2[CH:43]=[CH:42][C:41]([NH:44][C:45](=[O:47])[CH3:46])=[CH:40][CH:39]=2)(=[O:37])=[O:36])=[CH:30][CH:29]=1)(=[O:27])[CH3:26].[C:25]([C:28]1[CH:33]=[CH:32][C:31]([NH:34][S:35]([C:38]2[CH:43]=[CH:42][C:41]([NH:44][C:45](=[O:47])[CH3:46])=[CH:40][CH:39]=2)(=[O:37])=[O:36])=[CH:30][CH:29]=1)(=[O:27])[CH3:26].[C:48]([C:51]1[CH:52]=[CH:53][C:54]([NH:57][S:58]([C:61]2[CH:62]=[CH:63][C:64]([NH2:67])=[CH:65][CH:66]=2)(=[O:60])=[O:59])=[CH:55][CH:56]=1)(=[O:50])[CH3:49]. Reactant: C(NC1C=CC(S(Cl)(=O)=O)=CC=1)(=O)C.NC1C=CC(C(=O)C)=CC=1.[C:25]([C:28]1[CH:33]=[CH:32][C:31]([NH:34][S:35]([C:38]2[CH:43]=[CH:42][C:41]([NH:44][C:45](=[O:47])[CH3:46])=[CH:40][CH:39]=2)(=[O:37])=[O:36])=[CH:30][CH:29]=1)(=[O:27])[CH3:26].[C:48]([C:51]1[CH:56]=[CH:55][C:54]([NH:57][S:58]([C:61]2[CH:66]=[CH:65][C:64]([NH2:67])=[CH:63][CH:62]=2)(=[O:60])=[O:59])=[CH:53][CH:52]=1)(=[O:50])[CH3:49].Cl.C([O-])([O-])=O.[Na+].[Na+]. The catalyst class is: 38. (4) Reactant: [CH3:1][Si:2]([CH3:21])([CH3:20])[CH2:3][CH2:4][O:5][CH2:6][N:7]1[C:11]2[CH:12]=[C:13]([C:15]([O:17]CC)=[O:16])[NH:14][C:10]=2[N:9]=[CH:8]1.[Li+].[OH-]. Product: [CH3:1][Si:2]([CH3:21])([CH3:20])[CH2:3][CH2:4][O:5][CH2:6][N:7]1[C:11]2[CH:12]=[C:13]([C:15]([OH:17])=[O:16])[NH:14][C:10]=2[N:9]=[CH:8]1. The catalyst class is: 36. (5) Reactant: [F:1][C:2]1[CH:10]=[C:9]2[C:5]([C:6]([C:12]3[N:13]=[C:14]4[C:20]([CH:21]=[O:22])=[CH:19][N:18]([CH2:23][O:24][CH2:25][CH2:26][Si:27]([CH3:30])([CH3:29])[CH3:28])[C:15]4=[N:16][CH:17]=3)=[N:7][N:8]2[CH3:11])=[CH:4][CH:3]=1.S(=O)(=O)([OH:33])N.Cl([O-])=O.[Na+].P([O-])(O)(O)=O.[K+]. Product: [F:1][C:2]1[CH:10]=[C:9]2[C:5]([C:6]([C:12]3[N:13]=[C:14]4[C:20]([C:21]([OH:33])=[O:22])=[CH:19][N:18]([CH2:23][O:24][CH2:25][CH2:26][Si:27]([CH3:30])([CH3:29])[CH3:28])[C:15]4=[N:16][CH:17]=3)=[N:7][N:8]2[CH3:11])=[CH:4][CH:3]=1. The catalyst class is: 708. (6) Reactant: [CH3:1][CH2:2][CH2:3][CH2:4][CH2:5][C@H:6]([OH:28])[CH2:7][CH2:8][C@H:9]1[C@H:21]([OH:22])[CH2:20][C@H:19]2[C@@H:10]1[CH2:11][C:12]1[C:17]([CH2:18]2)=[C:16]([O:23][CH2:24][C:25]([OH:27])=[O:26])[CH:15]=[CH:14][CH:13]=1.[NH:29]([CH2:33][CH2:34][OH:35])[CH2:30][CH2:31][OH:32]. Product: [NH:29]([CH2:33][CH2:34][OH:35])[CH2:30][CH2:31][OH:32].[OH:22][C@H:21]1[C@H:9]([CH2:8][CH2:7][C@@H:6]([OH:28])[CH2:5][CH2:4][CH2:3][CH2:2][CH3:1])[C@H:10]2[CH2:11][C:12]3[C:17]([CH2:18][C@H:19]2[CH2:20]1)=[C:16]([O:23][CH2:24][C:25]([OH:27])=[O:26])[CH:15]=[CH:14][CH:13]=3. The catalyst class is: 336. (7) Reactant: N[N:2]1[C:13](=[O:14])[C:12]2[C:15]3[N:4]([CH:5]([CH3:18])[CH2:6][O:7][C:8]=3[C:9]([F:17])=[C:10]([F:16])[CH:11]=2)[C:3]1=[O:19].[N+:20]([O-])([O-:22])=[O:21].[K+].O. Product: [F:16][C:10]1[C:11]([N+:20]([O-:22])=[O:21])=[C:12]2[C:15]3[N:4]([CH:5]([CH3:18])[CH2:6][O:7][C:8]=3[C:9]=1[F:17])[C:3](=[O:19])[NH:2][C:13]2=[O:14]. The catalyst class is: 65. (8) Reactant: Br[C:2]1[CH:3]=[C:4]2[C:9](=[CH:10][CH:11]=1)[CH:8]=[C:7]([C:12]([O:14][CH3:15])=[O:13])[CH:6]=[CH:5]2.[CH3:16][C:17]1([CH3:33])[C:21]([CH3:23])([CH3:22])[O:20][B:19]([B:19]2[O:20][C:21]([CH3:23])([CH3:22])[C:17]([CH3:33])([CH3:16])[O:18]2)[O:18]1.C([O-])(=O)C.[K+].O. Product: [CH3:16][C:17]1([CH3:33])[C:21]([CH3:23])([CH3:22])[O:20][B:19]([C:2]2[CH:3]=[C:4]3[C:9](=[CH:10][CH:11]=2)[CH:8]=[C:7]([C:12]([O:14][CH3:15])=[O:13])[CH:6]=[CH:5]3)[O:18]1. The catalyst class is: 184. (9) The catalyst class is: 4. Product: [F:1][C:2]1([F:10])[CH2:6][CH2:5][CH:4]([C:7]([CH:12]2[C:11](=[O:20])[O:19][C:16]([CH3:18])([CH3:17])[O:15][C:13]2=[O:14])=[O:8])[CH2:3]1. Reactant: [F:1][C:2]1([F:10])[CH2:6][CH2:5][CH:4]([C:7](Cl)=[O:8])[CH2:3]1.[C:11]1(=[O:20])[O:19][C:16]([CH3:18])([CH3:17])[O:15][C:13](=[O:14])[CH2:12]1.N1C=CC=CC=1. (10) Reactant: O(C1C=C(C=CC=1)C[O:12][C:13]12[CH2:19][C:16]([CH2:20][CH:21]3[CH2:23][CH:22]3[C:24]([O:26][CH3:27])=[O:25])([CH2:17][CH2:18]1)[CH2:15][CH2:14]2)C1C=CC=CC=1. Product: [OH:12][C:13]12[CH2:19][C:16]([CH2:20][CH:21]3[CH2:23][CH:22]3[C:24]([O:26][CH3:27])=[O:25])([CH2:17][CH2:18]1)[CH2:15][CH2:14]2. The catalyst class is: 19.